Dataset: Peptide-MHC class II binding affinity with 134,281 pairs from IEDB. Task: Regression. Given a peptide amino acid sequence and an MHC pseudo amino acid sequence, predict their binding affinity value. This is MHC class II binding data. (1) The peptide sequence is AAADLFRGTLDAA. The MHC is HLA-DQA10102-DQB10602 with pseudo-sequence HLA-DQA10102-DQB10602. The binding affinity (normalized) is 0.309. (2) The peptide sequence is TVWAQSAAFPAFKPE. The MHC is DRB3_0202 with pseudo-sequence DRB3_0202. The binding affinity (normalized) is 0.723. (3) The peptide sequence is NLKAMLYIIRRSGCRIDD. The MHC is DRB1_0101 with pseudo-sequence DRB1_0101. The binding affinity (normalized) is 0.0488. (4) The peptide sequence is EKKYLAATQFEPLAA. The MHC is HLA-DQA10401-DQB10402 with pseudo-sequence HLA-DQA10401-DQB10402. The binding affinity (normalized) is 0.469.